This data is from Retrosynthesis with 50K atom-mapped reactions and 10 reaction types from USPTO. The task is: Predict the reactants needed to synthesize the given product. (1) Given the product COc1ccc(CN2C(=O)N(C(C)C)C(=O)C2=CN(C)C)cc1, predict the reactants needed to synthesize it. The reactants are: CC(C)N1C(=O)NC(=CN(C)C)C1=O.COc1ccc(CCl)cc1. (2) The reactants are: CC(=O)CCCCC[C@H]([NH3+])C(=O)NCCc1c(-c2ccccc2)[nH]c2ccccc12.O=CCc1c[nH]c2ccccc12. Given the product CC(=O)CCCCC[C@H](NCCc1c[nH]c2ccccc12)C(=O)NCCc1c(-c2ccccc2)[nH]c2ccccc12, predict the reactants needed to synthesize it. (3) Given the product N#Cc1ccc(Cn2cc(C=C3C(=O)NC(=O)NC3=O)c3ccccc32)cc1, predict the reactants needed to synthesize it. The reactants are: N#Cc1ccc(Cn2cc(C=O)c3ccccc32)cc1.O=C1CC(=O)NC(=O)N1. (4) Given the product O=C1c2ccccc2C(=O)N1Cc1ccc(OCc2ccccc2)cc1, predict the reactants needed to synthesize it. The reactants are: ClCc1ccc(OCc2ccccc2)cc1.O=C1NC(=O)c2ccccc21. (5) Given the product CCc1cc(-c2cccc(NC(=O)C(C)(C)C)n2)c(OC)cc1CCN(C)C, predict the reactants needed to synthesize it. The reactants are: CCc1cc(-c2cccc(NC(=O)C(C)(C)C)n2)c(OC)cc1CC=O.CNC. (6) The reactants are: CC(C)(C)[Si](C)(C)O[C@H]1CN2C(=O)N(c3cc(Cl)cc(Cl)c3)C(=O)[C@]2(Cc2ccc(C#N)cc2)C1. Given the product N#Cc1ccc(C[C@@]23C[C@@H](O)CN2C(=O)N(c2cc(Cl)cc(Cl)c2)C3=O)cc1, predict the reactants needed to synthesize it. (7) Given the product COC(=O)c1cc(C2CC2)c(OC[C@H]2CCCN(Cc3cc(Cl)cc(Cl)c3)C2)cc1F, predict the reactants needed to synthesize it. The reactants are: COC(=O)c1cc(C2CC2)c(OC[C@H]2CCCNC2)cc1F.ClCc1cc(Cl)cc(Cl)c1. (8) Given the product CCOC(=O)Cn1ncc2c1CCCC2NS(=O)(=O)c1cccc(NC(=O)c2ccccc2)c1, predict the reactants needed to synthesize it. The reactants are: CCOC(=O)Cn1ncc2c1CCCC2NS(=O)(=O)c1cccc(N)c1.O=C(Cl)c1ccccc1. (9) Given the product COC(=O)CC1Cc2ccc(C(=O)NCc3nc4ccccc4[nH]3)cc2CN(C)C1=O, predict the reactants needed to synthesize it. The reactants are: COC(=O)CC1Cc2ccc(C(=O)O)cc2CN(C)C1=O.NCc1nc2ccccc2[nH]1.